From a dataset of Drug-target binding data from BindingDB using IC50 measurements. Regression. Given a target protein amino acid sequence and a drug SMILES string, predict the binding affinity score between them. We predict pIC50 (pIC50 = -log10(IC50 in M); higher means more potent). Dataset: bindingdb_ic50. The small molecule is CC(=O)N1CCc2c1ccnc2N[C@@H](C)c1cc2cc(Cl)ccc2[nH]c1=O. The target protein sequence is MSKKISGGSVVEMQGDEMTRIIWELIKEKLIFPYVELDLHSYDLGIENRDATNDQVTKDAAEAIKKHNVGVKCATITPDEKRVEEFKLKQMWKSPNGTIRNILGGTVFREAIICKNIPRLVSGWVKPIIIGCHAYGDQYRATDFVVPGPGKVEITYTPSDGTQKVTYLVHNFEEGGGVAMGMYNQDKSIEDFAHSSFQMALSKGWPLYLSTKNTILKKYDGRFKDIFQEIYDKQYKSQFEAQKIWYEHRLIDDMVAQAMKSEGGFIWACKNYDGDVQSDSVAQGYGSLGMMTSVLVCPDGKTVEAEAAHGTVTRHYRMYQKGQETSTNPIASIFAWTRGLAHRAKLDNNKELAFFANALEEVSIETIEAGFMTKDLAACIKGLPNVQRSDLGENLKIKLAQAKL. The pIC50 is 5.3.